Dataset: Forward reaction prediction with 1.9M reactions from USPTO patents (1976-2016). Task: Predict the product of the given reaction. Given the reactants C([O:8][C:9]1[CH:10]=[N:11][CH:12]=[CH:13][C:14]=1[C:15]1[O:16][C:17]2[CH:23]=[CH:22][C:21]([C:24]([CH3:27])([CH3:26])[CH3:25])=[CH:20][C:18]=2[N:19]=1)C1C=CC=CC=1.[H][H], predict the reaction product. The product is: [C:24]([C:21]1[CH:22]=[CH:23][C:17]2[O:16][C:15]([C:14]3[CH:13]=[CH:12][N:11]=[CH:10][C:9]=3[OH:8])=[N:19][C:18]=2[CH:20]=1)([CH3:27])([CH3:25])[CH3:26].